This data is from Catalyst prediction with 721,799 reactions and 888 catalyst types from USPTO. The task is: Predict which catalyst facilitates the given reaction. (1) Reactant: [F:1][C:2]1[CH:7]=[CH:6][CH:5]=[CH:4][C:3]=1[N:8]1[CH:12]=[C:11]([C:13]([O:15][C:16]([CH3:19])([CH3:18])[CH3:17])=[O:14])[C:10]([CH3:20])=[N:9]1.C(OOC(=O)C1C=CC=CC=1)(=O)C1C=CC=CC=1.[Br:39]N1C(=O)CCC1=O. Product: [Br:39][CH2:20][C:10]1[C:11]([C:13]([O:15][C:16]([CH3:17])([CH3:19])[CH3:18])=[O:14])=[CH:12][N:8]([C:3]2[CH:4]=[CH:5][CH:6]=[CH:7][C:2]=2[F:1])[N:9]=1. The catalyst class is: 53. (2) Reactant: Br[C:2]1[C:7]2[O:8][C:9]3[C:14]([Br:15])=[CH:13][CH:12]=[CH:11][C:10]=3[C:6]=2[CH:5]=[CH:4][CH:3]=1.[C:16]1([C:35]2[CH:40]=[CH:39][CH:38]=[CH:37][CH:36]=2)[CH:21]=[CH:20][C:19]([NH:22][C:23]2[CH:28]=[CH:27][C:26]([C:29]3[CH:34]=[CH:33][CH:32]=[CH:31][CH:30]=3)=[CH:25][CH:24]=2)=[CH:18][CH:17]=1.CC(C)([O-])C.[Na+].C1(N(C2CCCCC2)C2CCCCC2)CCCCC1.C1(C)C=C(C)C=C(C)C=1. Product: [C:26]1([C:29]2[CH:30]=[CH:31][CH:32]=[CH:33][CH:34]=2)[CH:25]=[CH:24][C:23]([N:22]([C:19]2[CH:20]=[CH:21][C:16]([C:35]3[CH:40]=[CH:39][CH:38]=[CH:37][CH:36]=3)=[CH:17][CH:18]=2)[C:2]2[C:7]3[O:8][C:9]4[C:14]([Br:15])=[CH:13][CH:12]=[CH:11][C:10]=4[C:6]=3[CH:5]=[CH:4][CH:3]=2)=[CH:28][CH:27]=1. The catalyst class is: 713. (3) Product: [Cl:1][C:2]1[C:3]([C:9](=[O:11])[CH3:10])=[N:4][CH:5]=[C:6]([OH:13])[CH:7]=1. The catalyst class is: 16. Reactant: [Cl:1][C:2]1[C:3]([C:9](=[O:11])[CH3:10])=[N:4][CH:5]=[C:6](Cl)[CH:7]=1.C(=O)([O-])[O-:13].[K+].[K+].C(=NO)C.O. (4) Reactant: [CH3:1][O:2][C:3](=[O:37])[CH:4]([N:16]1[CH2:21][CH2:20][N:19](S(C2C=CC=CC=2[N+]([O-])=O)(=O)=O)[CH:18]([CH2:34][O:35][CH3:36])[CH2:17]1)[CH2:5][C:6]1[CH:15]=[CH:14][C:13]2[C:8](=[CH:9][CH:10]=[CH:11][CH:12]=2)[CH:7]=1.C(=O)([O-])[O-].[K+].[K+].SC1C=CC(O)=CC=1.Cl. Product: [CH3:1][O:2][C:3](=[O:37])[CH:4]([N:16]1[CH2:21][CH2:20][NH:19][CH:18]([CH2:34][O:35][CH3:36])[CH2:17]1)[CH2:5][C:6]1[CH:15]=[CH:14][C:13]2[C:8](=[CH:9][CH:10]=[CH:11][CH:12]=2)[CH:7]=1. The catalyst class is: 3. (5) Reactant: [CH3:1][O:2][C:3]1[CH:19]=[CH:18][CH:17]=[CH:16][C:4]=1[O:5][CH2:6][CH:7]([OH:15])[CH2:8][N:9]1[CH2:14][CH2:13][NH:12][CH2:11][CH2:10]1.Cl[CH2:21][C:22]([NH:24][C:25]1[C:30]([CH3:31])=[CH:29][CH:28]=[CH:27][C:26]=1[CH3:32])=[O:23].C(=O)([O-])[O-].[K+].[K+].[I-].[Na+]. Product: [CH3:31][C:30]1[CH:29]=[CH:28][CH:27]=[C:26]([CH3:32])[C:25]=1[NH:24][C:22](=[O:23])[CH2:21][N:12]1[CH2:13][CH2:14][N:9]([CH2:8][CH:7]([OH:15])[CH2:6][O:5][C:4]2[CH:16]=[CH:17][CH:18]=[CH:19][C:3]=2[O:2][CH3:1])[CH2:10][CH2:11]1. The catalyst class is: 9.